This data is from Full USPTO retrosynthesis dataset with 1.9M reactions from patents (1976-2016). The task is: Predict the reactants needed to synthesize the given product. Given the product [CH3:1][O:2][C:3]1[CH:16]=[C:15]([O:17][CH3:18])[CH:14]=[CH:13][C:4]=1[CH2:5][N:6]([C:7]1[CH:12]=[CH:11][N:10]=[CH:9][N:8]=1)[S:26]([C:23]1[CH:24]=[CH:25][C:20]([F:19])=[C:21]([CH3:30])[CH:22]=1)(=[O:27])=[O:28], predict the reactants needed to synthesize it. The reactants are: [CH3:1][O:2][C:3]1[CH:16]=[C:15]([O:17][CH3:18])[CH:14]=[CH:13][C:4]=1[CH2:5][NH:6][C:7]1[CH:12]=[CH:11][N:10]=[CH:9][N:8]=1.[F:19][C:20]1[CH:25]=[CH:24][C:23]([S:26](Cl)(=[O:28])=[O:27])=[CH:22][C:21]=1[CH3:30].N12CCN(CC1)CC2.